From a dataset of Full USPTO retrosynthesis dataset with 1.9M reactions from patents (1976-2016). Predict the reactants needed to synthesize the given product. (1) Given the product [Cl:1][C:2]1[CH:10]=[CH:9][CH:8]=[C:7]2[C:3]=1[C:4]([CH3:12])([CH3:11])[CH2:5][N:6]2[C:40](=[O:41])[CH2:39][C:27]1[N:26]([CH3:25])[C:31](=[O:32])[CH:30]=[C:29]([N:33]2[CH2:38][CH2:37][O:36][CH2:35][CH2:34]2)[N:28]=1, predict the reactants needed to synthesize it. The reactants are: [Cl:1][C:2]1[CH:10]=[CH:9][CH:8]=[C:7]2[C:3]=1[C:4]([CH3:12])([CH3:11])[CH2:5][NH:6]2.Cl.CN(C)CCCN=C=NCC.[CH3:25][N:26]1[C:31](=[O:32])[CH:30]=[C:29]([N:33]2[CH2:38][CH2:37][O:36][CH2:35][CH2:34]2)[N:28]=[C:27]1[CH2:39][C:40]([O-])=[O:41].[Na+].O. (2) Given the product [Br:1][C:2]1[CH:23]=[C:22]([Cl:24])[CH:21]=[CH:20][C:3]=1[CH2:4][CH2:5][NH:6][CH2:7][CH:8]([C:10]1[CH:15]=[CH:14][CH:13]=[CH:12][C:11]=1[NH:16][C:17](=[O:19])[CH3:18])[OH:9], predict the reactants needed to synthesize it. The reactants are: [Br:1][C:2]1[CH:23]=[C:22]([Cl:24])[CH:21]=[CH:20][C:3]=1[CH2:4][CH2:5][NH:6][CH2:7][C:8]([C:10]1[CH:15]=[CH:14][CH:13]=[CH:12][C:11]=1[NH:16][C:17](=[O:19])[CH3:18])=[O:9].[BH4-].[Na+]. (3) Given the product [O:4]1[C:5]2([CH2:6][CH2:7][N:8]([CH2:11][CH2:12][C:13]3[CH:22]=[C:21]4[C:16]([CH2:17][CH2:18][CH2:19][N:20]4[CH3:27])=[CH:15][C:14]=3[O:23][CH3:24])[CH2:9][CH2:10]2)[O:1][CH2:2][CH2:3]1, predict the reactants needed to synthesize it. The reactants are: [O:1]1[C:5]2([CH2:10][CH2:9][N:8]([CH2:11][CH2:12][C:13]3[CH:22]=[C:21]4[C:16]([CH2:17][CH2:18][CH2:19][NH:20]4)=[CH:15][C:14]=3[O:23][CH3:24])[CH2:7][CH2:6]2)[O:4][CH2:3][CH2:2]1.C=O.[C:27]([BH3-])#N.[Na+].C(O)(=O)C.